Binary Classification. Given two protein amino acid sequences, predict whether they physically interact or not. From a dataset of Human Reference Interactome with 51,813 positive PPI pairs across 8,248 proteins, plus equal number of experimentally-validated negative pairs. (1) Protein 2 (ENSG00000176715) has sequence MLPHVVLTFRRLGCALASCRLAPARHRGSGLLHTAPVARSDRSAPVFTRALAFGDRIALVDQHGRHTYRELYSRSLRLSQEICRLCGCVGGDLREERVSFLCANDASYVVAQWASWMSGGVAVPLYRKHPAAQLEYVICDSQSSVVLASQEYLELLSPVVRKLGVPLLPLTPAIYTGAVEEPAEVPVPEQGWRNKGAMIIYTSGTTGRPKGVLSTHQNIRAVVTGLVHKWAWTKDDVILHVLPLHHVHGVVNALLCPLWVGATCVMMPEFSPQQVWEKFLSSETPRINVFMAVPTIYTKL.... Result: 0 (the proteins do not interact). Protein 1 (ENSG00000230178) has sequence MDGENHSVVSEFLFLGLTHSWEIQLLLLVFSSVLYVASITGNILIVFSVTTDPHLHSPMYFLLASLSFIDLGACSVTSPKMIYDLFRKRKVISFGGCIAQIFFIHVVGGVEMVLLIAMAFDRYVALCKPLHYLTIMSPRMCLSFLAVAWTLGVSHSLFQLAFLVNLAFCGPNVLDSFYCDLPRLLRLACTDTYRLQFMVTVNSGFICVGTFFILLISYVFILFTVWKHSSGGSSKALSTLSAHSTVVLLFFGPPMFVYTRPHPNSQMDKFLAIFDAVLTPFLNPVVYTFRNKEMKAAIKR.... (2) Protein 1 (ENSG00000228083) has sequence MALPFALMMALVVLSCKSSCSLGCNLSQTHSLNNRRTLMLMAQMRRISPFSCLKDRHDFEFPQEEFDGNQFQKAQAISVLHEMMQQTFNLFSTKNSSAAWDETLLEKFYIELFQQMNDLEACVIQEVGVEETPLMNEDSILAVKKYFQRITLYLMEKKYSPCAWEVVRAEIMRSLSFSTNLQKRLRRKD*. Protein 2 (ENSG00000154556) has sequence MSYYQRPFSPSAYSLPASLNSSIVMQHGTSLDSTDTYPQHAQSLDGTTSSSIPLYRSSEEEKRVTVIKAPHYPGIGPVDESGIPTAIRTTVDRPKDWYKTMFKQIHMVHKPDDDTDMYNTPYTYNAGLYNPPYSAQSHPAAKTQTYRPLSKSHSDNSPNAFKDASSPVPPPHVPPPVPPLRPRDRSSTEKHDWDPPDRKVDTRKFRSEPRSIFEYEPGKSSILQHERPASLYQSSIDRSLERPMSSASMASDFRKRRKSEPAVGPPRGLGDQSASRTSPGRVDLPGSSTTLTKSFTSSSP.... Result: 0 (the proteins do not interact). (3) Protein 2 (ENSG00000127578) has sequence MPALRPLLPLLLLLRLTSGAGLLPGLGSHPGVCPNQLSPNLWVDAQSTCERECSRDQDCAAAEKCCINVCGLHSCVAARFPGSPAAPTTAASCEGFVCPQQGSDCDIWDGQPVCRCRDRCEKEPSFTCASDGLTYYNRCYMDAEACLRGLHLHIVPCKHVLSWPPSSPGPPETTARPTPGAAPVPPALYSSPSPQAVQVGGTASLHCDVSGRPPPAVTWEKQSHQRENLIMRPDQMYGNVVVTSIGQLVLYNARPEDAGLYTCTARNAAGLLRADFPLSVVQREPARDAAPSIPAPAECL.... Protein 1 (ENSG00000157884) has sequence MGQCLRYQMHWEDLEEYQALTFLTRNEILCIHDTFLKLCPPGKYYKEATLTMDQVSSLPALRVNPFRDRICRVFSHKGMFSFEDVLGMASVFSEQACPSLKIEYAFRIYDFNENGFIDEEDLQRIILRLLNSDDMSEDLLMDLTNHVLSESDLDNDNMLSFSEFEHAMAKSPDFMNSFRIHFWGC*. Result: 0 (the proteins do not interact). (4) Protein 1 (ENSG00000109089) has sequence MRRAAGMEDFSAEEEESWYDQQDLEQDLHLAAELGKTLLERNKELEGSLQQMYSTNEEQVQEIEYLTKQLDTLRHVNEQHAKVYEQLDLTARDLELTNHRLVLESKAAQQKIHGLTETIERLQAQVEELQAQVEQLRGLEQLRVLREKRERRRTIHTFPCLKELCTSPRCKDAFRLHSSSLELGPRPLEQENERLQTLVGALRSQVSQERQRKERAEREYTAVLQEYSELERQLCEMEACRLRVQELEAELLELQQMKQAKTYLLGPDDHLAEALLAPLTQAPEADDPQPGRGDDLGAQD.... Protein 2 (ENSG00000135205) has sequence MEDSSTDTEKEEEEEKDEKDQEPIYAIVPTINIQDERFVDLSETPAFIFLHELHAMGKLPGTRMAALKAKYTLLHDAVMSTQESEVQLLQNAKRFTEQIQQQQFHLQQADNFPEAFSTEVSKMREQLLKYQNEYNAVKEREFHNQYRLNSLKEEKIIIVKEFEKITKPGEMEKKMKILRESTEELRKEIMQKKLEIKNLREDLASKQKQLLKEQKELEELLGHQVVLKDEVAHHQTIPVQIGKEIEKITRKKVEMEKKKIVLEQEVKTLNDSLKKVENKVSAIVDEKENVIKEVEGKRAL.... Result: 1 (the proteins interact). (5) Protein 1 (ENSG00000260458) has sequence MTAASRANPYSIVSLEEDGLHLVTMSGANGFGNGKVHTRRRCRNRFVKKNGQCNIAFANMDEKSQRYLADMFTTCVDIRWRYMLLIFSLAFLASWLLFGVIFWVIAVAHGDLEPAEGHGRTPCVMQVHGFMAAFLFSIETQTTIGYGLRCVTEECLVAVFMVVAQSIVGCIIDSFMIGAIMAKMARPKKRAQTLLFSHNAVVALRDGKLCLMWRVGNLRKSHIVEAHVRAQLIKPRVTEEGEYIPLDQIDIDVGFDKGLDRIFLVSPITILHEIDEASPLFGISRQDLETDDFEIVVILE.... Protein 2 (ENSG00000002746) has sequence MLLHLCSVKNLYQNRFLGLAAMASPSRNSQSRRRCKEPLRYSYNPDQFHNMDLRGGPHDGVTIPRSTSDTDLVTSDSRSTLMVSSSYYSIGHSQDLVIHWDIKEEVDAGDWIGMYLIDEVLSENFLDYKNRGVNGSHRGQIIWKIDASSYFVEPETKICFKYYHGVSGALRATTPSVTVKNSAAPIFKSIGADETVQGQGSRRLISFSLSDFQAMGLKKGMFFNPDPYLKISIQPGKHSIFPALPHHGQERRSKIIGNTVNPIWQAEQFSFVSLPTDVLEIEVKDKFAKSRPIIKRFLGK.... Result: 0 (the proteins do not interact). (6) Protein 1 (ENSG00000111145) has sequence MESAITLWQFLLQLLLDQKHEHLICWTSNDGEFKLLKAEEVAKLWGLRKNKTNMNYDKLSRALRYYYDKNIIKKVIGQKFVYKFVSFPEILKMDPHAVEISRESLLLQDSDCKASPEGREAHKHGLAALRSTSRNEYIHSGLYSSFTINSLQNPPDAFKAIKTEKLEEPPEDSPPVEEVRTVIRFVTNKTDKHVTRPVVSLPSTSEAAAASAFLASSVSAKISSLMLPNAASISSASPFSSRSPSLSPNSPLPSEHRSLFLEAACHDSDSLEPLNLSSGSKTKSPSLPPKAKKPKGLEIS.... Protein 2 (ENSG00000213015) has sequence MLLLPPRPPHPRSSSPEAMDPPPPKAPPFPKAEGPSSTPSSAAGPRPPRLGRHLLIDANGVPYTYTVQLEEEPRGPPQREAPPGEPGPRKGYSCPECARVFASPLRLQSHRVSHSDLKPFTCGACGKAFKRSSHLSRHRATHRARAGPPHTCPLCPRRFQDAAELAQHVRLH*MLLLPPRPPHPRSSSPEAMDPPMLLLPPRPPHPRSSSPEAMDPPPPKAPPFPKAEGPSSTPSSAAGPRPPRLGRHLLIDANGVPYTYTVQLEEEPRGPPQREAPPGEPGPRKGYSCPECARVFASML.... Result: 0 (the proteins do not interact). (7) Protein 1 (ENSG00000164631) has sequence MNKSLGPVSFKDVAVDFTQEEWQQLDPEQKITYRDVMLENYSNLVSVGYHIIKPDVISKLEQGEEPWIVEGEFLLQSYPDEVWQTDDLIERIQEEENKPSRQTVFIETLIEEREYISSDGSYARMKADECSGCGKSLLHIKLEKTHPGDQAYEFNQNGEPYTLNEESLYQKIRILEKPFEYIECQKAFQKDTVFVNHMEEKPYKWNGSEIAFLQMSDLTVHQTSHMEMKPYECSECGKSFCKKSKFIIHQRTHTGEKPYECNQCGKSFCQKGTLTVHQRTHTGEKPYECNECGKNFYQKL.... Protein 2 (ENSG00000100360) has sequence MVKLAAKCILADPAVGKTALAQIFRSDGAHFQKSYTLTTGMDLVVKTVPVPDTGDSVELFIFDSAGKELFSEMLDKLWESPNVLCLVYDVTNEESFNNCSKWLEKARSQAPGISLPGVLVGNKTDLAGRRAVDSAEARAWALGQGLECFETSVKEMENFEAPFHCLAKQFHQLYREKVEVFRALA*XSDGAHFQKSYTLTTGMDLVVKTVPVPDTGDSVELFIFDSAGKELFSEMLDKLWESPNVLCLVYDVTNEESFNNCSKWLEKARSQAPGISLPGVLVGNKTDLAGRRAVDSAEAR.... Result: 0 (the proteins do not interact). (8) Protein 1 (ENSG00000160741) has sequence MATSGANGPGSATASASNPRKFSEKIALQKQRQAEETAAFEEVMMDIGSTRDKL*MATSGANGPGSATASASNPRKFSEKIALQKQRQAEETAAFEEVMMDIGSTRLQAQKLRLAYTRSSHYGGSLPNVNQIGSGLAEFQSPLHSPLDSSRSTRHHGLVERVQRDPRRMVSPLRRYTRHIDSSPYSPAYLSPPPESSWRRTMAWGNFPAEKGQLFRLPSALNRTSSDSALHTSVMNPSPQDTYPGPTPPSILPSRRGGILDGEMDPKVPAIEENLLDDKHLLKPWDAKKLSSSSSRPRSC.... Protein 2 (ENSG00000171302) has sequence MPVQLSEHPEWNESMHSLRISVGGLPVLASMTKAADPRFRPRWKVILTFFVGAAILWLLCSHRPAPGRPPTHNAHNWRLGQAPANWYNDTYPLSPPQRTPAGIRYRIAVIADLDTESRAQEENTWFSYLKKGYLTLSDSGDKVAVEWDKDHGVLESHLAEKGRGMELSDLIVFNGKLYSVDDRTGVVYQIEGSKAVPWVILSDGDGTVEKGFKAEWLAVKDERLYVGGLGKEWTTTTGDVVNENPEWVKVVGYKGSVDHENWVSNYNALRAAAGIQPPGYLIHESACWSDTLQRWFFLPR.... Result: 0 (the proteins do not interact).